From a dataset of TCR-epitope binding with 47,182 pairs between 192 epitopes and 23,139 TCRs. Binary Classification. Given a T-cell receptor sequence (or CDR3 region) and an epitope sequence, predict whether binding occurs between them. Result: 1 (the TCR binds to the epitope). The epitope is IVTDFSVIK. The TCR CDR3 sequence is CASSLAAANTEAFF.